From a dataset of HIV replication inhibition screening data with 41,000+ compounds from the AIDS Antiviral Screen. Binary Classification. Given a drug SMILES string, predict its activity (active/inactive) in a high-throughput screening assay against a specified biological target. (1) The drug is Br.NC1NCCC(=O)N1CCc1c[nH]c2ccccc12. The result is 0 (inactive). (2) The compound is CCCC(O)C1(CC)CC(C)C(O)(C2(C)CC(C)C(C(CC)C(=O)C(C)C(O)C(C)C3OC(O)(C(CC)C(=O)O)C(C)C(O)C3CC)O2)O1. The result is 1 (active). (3) The drug is Cl.N=C(N)NN=Cc1c(Cl)nc2sccn12. The result is 0 (inactive). (4) The compound is Cc1c2ccccc2n[c-](CCl)[n+]1=O. The result is 0 (inactive).